From a dataset of Reaction yield outcomes from USPTO patents with 853,638 reactions. Predict the reaction yield, written as a fraction of the theoretical maximum amount of product (1.0 means a 100% yield; for example, 0.34 means a 34% yield). (1) The product is [BrH:16].[F:1][C:2]1[C:3]([CH3:14])=[N:4][C:5]2[C:10]([CH:11]=1)=[CH:9][CH:8]=[C:7]([OH:12])[CH:6]=2. The yield is 1.07. The reactants are [F:1][C:2]1[C:3]([CH3:14])=[N:4][C:5]2[C:10]([CH:11]=1)=[CH:9][CH:8]=[C:7]([O:12]C)[CH:6]=2.B(Br)(Br)[Br:16].CO. The catalyst is C(Cl)Cl. (2) The reactants are Cl[CH2:2][C:3]([C:5]1[CH:10]=[CH:9][C:8]([NH:11][C:12](=[O:14])[CH3:13])=[CH:7][C:6]=1[CH:15]([CH3:17])[CH3:16])=[O:4].Cl.[N:19]1([C:25]2[C:29]3[CH:30]=[CH:31][CH:32]=[CH:33][C:28]=3[S:27][N:26]=2)[CH2:24][CH2:23][NH:22][CH2:21][CH2:20]1. No catalyst specified. The product is [S:27]1[C:28]2[CH:33]=[CH:32][CH:31]=[CH:30][C:29]=2[C:25]([N:19]2[CH2:20][CH2:21][N:22]([CH2:2][C:3]([C:5]3[CH:10]=[CH:9][C:8]([NH:11][C:12](=[O:14])[CH3:13])=[CH:7][C:6]=3[CH:15]([CH3:17])[CH3:16])=[O:4])[CH2:23][CH2:24]2)=[N:26]1. The yield is 0.670. (3) The reactants are [Br:1][C:2]1[C:3]([CH3:11])=[C:4]([Cl:10])[C:5]([CH:8]=[O:9])=[N:6][CH:7]=1.O1CCCC1.[F:17][C:18]([Si](C)(C)C)([F:20])[F:19].[F-].C([N+](CCCC)(CCCC)CCCC)CCC. The catalyst is C(OCC)(=O)C. The product is [Br:1][C:2]1[C:3]([CH3:11])=[C:4]([Cl:10])[C:5]([CH:8]([OH:9])[C:18]([F:20])([F:19])[F:17])=[N:6][CH:7]=1. The yield is 0.740. (4) The reactants are [N:1]1([CH2:7][CH2:8][CH2:9][NH:10][C:11]([CH:13]2[CH2:18][CH2:17][CH2:16][CH2:15][CH2:14]2)=[O:12])[CH2:6][CH2:5][NH:4][CH2:3][CH2:2]1.Cl[C:20]1[CH:25]=[CH:24][CH:23]=[C:22]([N+:26]([O-:28])=[O:27])[N:21]=1.C(N(C(C)C)CC)(C)C.CO.CCOC(C)=O. The catalyst is C(#N)C. The product is [N+:26]([C:22]1[N:21]=[C:20]([N:4]2[CH2:5][CH2:6][N:1]([CH2:7][CH2:8][CH2:9][NH:10][C:11]([CH:13]3[CH2:18][CH2:17][CH2:16][CH2:15][CH2:14]3)=[O:12])[CH2:2][CH2:3]2)[CH:25]=[CH:24][CH:23]=1)([O-:28])=[O:27]. The yield is 0.190. (5) The reactants are [N:1]1[CH:6]=[CH:5][CH:4]=[CH:3][C:2]=1[CH2:7][NH:8][CH2:9][C:10]1[CH:15]=[CH:14][C:13](/[CH:16]=[CH:17]/[CH:18]([C:23]2[CH:28]=[C:27]([Cl:29])[C:26]([Cl:30])=[C:25]([Cl:31])[CH:24]=2)[C:19]([F:22])([F:21])[F:20])=[CH:12][C:11]=1[C:32]([F:35])([F:34])[F:33].[CH:36]1([C:39](Cl)=[O:40])[CH2:38][CH2:37]1. The catalyst is C(Cl)Cl. The product is [N:1]1[CH:6]=[CH:5][CH:4]=[CH:3][C:2]=1[CH2:7][N:8]([CH2:9][C:10]1[CH:15]=[CH:14][C:13](/[CH:16]=[CH:17]/[CH:18]([C:23]2[CH:28]=[C:27]([Cl:29])[C:26]([Cl:30])=[C:25]([Cl:31])[CH:24]=2)[C:19]([F:22])([F:21])[F:20])=[CH:12][C:11]=1[C:32]([F:35])([F:34])[F:33])[C:39]([CH:36]1[CH2:38][CH2:37]1)=[O:40]. The yield is 0.500. (6) The product is [CH3:30][N:28]1[CH:29]=[C:25]([C:23]2[CH:24]=[C:19]3[C:20](=[CH:21][C:22]=2[C:31]([F:32])([F:33])[F:34])[NH:35][C:36](=[O:37])[N:6]([NH:5][S:2]([CH3:1])(=[O:4])=[O:3])[C:18]3=[O:17])[CH:26]=[N:27]1. The catalyst is O1CCOCC1. The yield is 0.420. The reactants are [CH3:1][S:2]([NH:5][NH2:6])(=[O:4])=[O:3].CCN(C(C)C)C(C)C.C[O:17][C:18](=O)[C:19]1[CH:24]=[C:23]([C:25]2[CH:26]=[N:27][N:28]([CH3:30])[CH:29]=2)[C:22]([C:31]([F:34])([F:33])[F:32])=[CH:21][C:20]=1[NH:35][C:36](OC1C=CC(Cl)=CC=1)=[O:37]. (7) The reactants are [CH:1]1([O:6][C:7](=[O:28])[C@@H:8]([NH:15][S:16]([C:19]2[CH:24]=[CH:23][C:22]([N+:25]([O-])=O)=[CH:21][CH:20]=2)(=[O:18])=[O:17])[C:9]2[CH:14]=[CH:13][CH:12]=[CH:11][CH:10]=2)[CH2:5][CH2:4][CH2:3][CH2:2]1. The yield is 0.920. The catalyst is CCOC(C)=O.[Pd]. The product is [CH:1]1([O:6][C:7](=[O:28])[C@@H:8]([NH:15][S:16]([C:19]2[CH:20]=[CH:21][C:22]([NH2:25])=[CH:23][CH:24]=2)(=[O:17])=[O:18])[C:9]2[CH:14]=[CH:13][CH:12]=[CH:11][CH:10]=2)[CH2:2][CH2:3][CH2:4][CH2:5]1.